From a dataset of CYP2C19 inhibition data for predicting drug metabolism from PubChem BioAssay. Regression/Classification. Given a drug SMILES string, predict its absorption, distribution, metabolism, or excretion properties. Task type varies by dataset: regression for continuous measurements (e.g., permeability, clearance, half-life) or binary classification for categorical outcomes (e.g., BBB penetration, CYP inhibition). Dataset: cyp2c19_veith. (1) The compound is CN(C)Cc1ccccc1-c1nc(NCc2cccs2)c2ccccc2n1. The result is 0 (non-inhibitor). (2) The drug is CC(=O)NCCc1ccc(O)c(O)c1. The result is 0 (non-inhibitor). (3) The molecule is CCOCCCNC(=O)C1CCN(S(=O)(=O)N2CC(C)CC(C)C2)CC1. The result is 0 (non-inhibitor). (4) The drug is COc1cccc([C@@H]2Oc3ccc(OC)cc3C(=O)[C@H]2O)c1. The result is 1 (inhibitor). (5) The drug is COc1ccccc1S(=O)(=O)Nc1ccc(-c2nnc3n2CCCCC3)cc1. The result is 0 (non-inhibitor). (6) The molecule is COC(=O)[C@@H](NC(=O)Nc1ccc(C(C)=O)cc1)C(C)C. The result is 1 (inhibitor). (7) The compound is FC(F)(F)c1ccc(N2CCN(c3cc(-c4ccccc4)nc4ncnn34)CC2)nc1. The result is 1 (inhibitor).